This data is from Experimentally validated miRNA-target interactions with 360,000+ pairs, plus equal number of negative samples. The task is: Binary Classification. Given a miRNA mature sequence and a target amino acid sequence, predict their likelihood of interaction. (1) The miRNA is hsa-miR-6780b-3p with sequence UCCCUUGUCUCCUUUCCCUAG. The protein sequence of the target gene is MFRRARLSVKPNVRPGVGTRGSAAPNPQRGPEAPRPPEPATESAPKPAEPTDVPAVDSGGAEPQEQAPGSSDEKTGDKNNAAESSTLSSASSQRRKRVSSTSSLVQPSGSAPSQSRPLSTVDHDAPQPNPTPAKEKQPCSDRYRIYKARKLREMLKEELRKEKKQWKNKFSTNESQRPPDRSKMTMRDFIYYLPDNNPMTSSVEQEKKPEKSLAPTPTRDRQENQSTQDANDNEDVEEEVDDGPLLVPRVKVAEDGSIILDEESLTVEVLRTKGPCVVEENDPIFERGSTTTYSSFRKNY.... Result: 0 (no interaction). (2) The miRNA is hsa-miR-218-5p with sequence UUGUGCUUGAUCUAACCAUGU. The protein sequence of the target gene is MYGASGGRAKPERKSGAKEEAGPGGAGGGGSRVELLVFGYACKLFRDDERALAQEQGQHLIPWMGDHKILIDRYDGRGHLHDLSEYDAEYSTWNRDYQLSEEEARIEALCDEERYLALHTDLLEEEARQEEEYKRLSEALAEDGSYNAVGFTYGSDYYDPSEPTEEEEPSKQREKNEAENLEENEEPFVAPLGLSVPSDVELPPTAKMHAIIERTASFVCRQGAQFEIMLKAKQARNSQFDFLRFDHYLNPYYKFIQKAMKEGRYTVLAENKSDEKKKSGVSSDNEDDDDEEDGNYLHPS.... Result: 1 (interaction). (3) The miRNA is hsa-miR-4436b-3p with sequence CAGGGCAGGAAGAAGUGGACAA. The protein sequence of the target gene is MADKQISLPAKLINGGIAGLIGVTCVFPIDLAKTRLQNQQNGQRVYTSMSDCLIKTVRSEGYFGMYRGAAVNLTLVTPEKAIKLAANDFFRHQLSKDGQKLTLLKEMLAGCGAGTCQVIVTTPMEMLKIQLQDAGRIAAQRKILAAQGQLSAQGGAQPSVEAPAAPRPTATQLTRDLLRSRGIAGLYKGLGATLLRDVPFSVVYFPLFANLNQLGRPASEEKSPFYVSFLAGCVAGSAAAVAVNPCDVVKTRLQSLQRGVNEDTYSGILDCARKILRHEGPSAFLKGAYCRALVIAPLFG.... Result: 1 (interaction). (4) The miRNA is hsa-miR-3187-3p with sequence UUGGCCAUGGGGCUGCGCGG. The protein sequence of the target gene is MIWVVLMMAILLPQSLAHPGFFTSIGQMTDLIHNEKDLVTSLKDYIKAEEDKLEQIKKWAEKLDRLTSTATKDPEGFVGHPVNAFKLMKRLNTEWSELENLILKDMSDGFISNLTIQRQYFPNDEDQVGAAKALFRLQDTYNLDTNTISKGNLPGVQHKSFLTAEDCFELGKVAYTEADYYHTELWMEQALTQLEEGELSTVDKVSVLDYLSYAVYQQGDLDKALLLTKKLLELDPEHQRANGNLVYFEYIMSKEKDANKSASGDQSDQKTAPKKKGIAVDYLPERQKYEMLCRGEGIKM.... Result: 0 (no interaction).